This data is from Peptide-MHC class I binding affinity with 185,985 pairs from IEDB/IMGT. The task is: Regression. Given a peptide amino acid sequence and an MHC pseudo amino acid sequence, predict their binding affinity value. This is MHC class I binding data. (1) The peptide sequence is DHHFTPQII. The MHC is HLA-A29:02 with pseudo-sequence HLA-A29:02. The binding affinity (normalized) is 0.261. (2) The peptide sequence is GRFQEALKK. The MHC is HLA-A02:01 with pseudo-sequence HLA-A02:01. The binding affinity (normalized) is 0.0847. (3) The peptide sequence is ESEVDDPAM. The MHC is HLA-B15:01 with pseudo-sequence HLA-B15:01. The binding affinity (normalized) is 0.0847. (4) The peptide sequence is AIDDFCLFA. The MHC is HLA-B46:01 with pseudo-sequence HLA-B46:01. The binding affinity (normalized) is 0.0847. (5) The peptide sequence is VMGGNAAEA. The MHC is HLA-B27:05 with pseudo-sequence HLA-B27:05. The binding affinity (normalized) is 0.0847. (6) The peptide sequence is GTVPTDNPF. The MHC is HLA-A69:01 with pseudo-sequence HLA-A69:01. The binding affinity (normalized) is 0.0847. (7) The peptide sequence is DRFFKTLRA. The MHC is HLA-B07:02 with pseudo-sequence HLA-B07:02. The binding affinity (normalized) is 0. (8) The peptide sequence is RRCPHHERC. The MHC is HLA-A26:01 with pseudo-sequence HLA-A26:01. The binding affinity (normalized) is 0.0847. (9) The peptide sequence is TSKLNHHFP. The MHC is HLA-B27:05 with pseudo-sequence HLA-B27:05. The binding affinity (normalized) is 0.0847. (10) The peptide sequence is AEMVAKYDL. The MHC is BoLA-T2b with pseudo-sequence BoLA-T2b. The binding affinity (normalized) is 0.669.